From a dataset of Catalyst prediction with 721,799 reactions and 888 catalyst types from USPTO. Predict which catalyst facilitates the given reaction. (1) Reactant: [Br:1][C:2]1[CH:11]=[CH:10][C:5]([C:6]([O:8]C)=[O:7])=[CH:4][C:3]=1[CH2:12][O:13][CH3:14].FC1C(C)=C(C2C=CC(C(O)=O)=CC=2COC)C=CC=1.[OH-].[Na+]. Product: [Br:1][C:2]1[CH:11]=[CH:10][C:5]([C:6]([OH:8])=[O:7])=[CH:4][C:3]=1[CH2:12][O:13][CH3:14]. The catalyst class is: 14. (2) Reactant: [C:1]1(=[O:11])[NH:5][C:4](=[O:6])[C:3]2=[CH:7][CH:8]=[CH:9][CH:10]=[C:2]12.C1(P(C2C=CC=CC=2)C2C=CC=CC=2)C=CC=CC=1.N(C(OCC)=O)=NC(OCC)=O.O[CH2:44][CH2:45][C:46]1[N:47]=[C:48](/[CH:51]=[CH:52]/[C:53]2[CH:58]=[CH:57][CH:56]=[CH:55][CH:54]=2)[O:49][CH:50]=1. Product: [CH:51](/[C:48]1[O:49][CH:50]=[C:46]([CH2:45][CH2:44][N:5]2[C:1](=[O:11])[C:2]3=[CH:10][CH:9]=[CH:8][CH:7]=[C:3]3[C:4]2=[O:6])[N:47]=1)=[CH:52]\[C:53]1[CH:58]=[CH:57][CH:56]=[CH:55][CH:54]=1. The catalyst class is: 7. (3) Reactant: C([NH:4][C:5]1[N:10]=[C:9]2[NH:11][CH:12]=[C:13]([CH:14]=[C:15]([C:19]3[CH:24]=[CH:23][CH:22]=[CH:21][CH:20]=3)[C:16]([NH2:18])=[O:17])[C:8]2=[CH:7][CH:6]=1)(=O)C.O.[Na]. Product: [NH2:4][C:5]1[N:10]=[C:9]2[NH:11][CH:12]=[C:13]([CH:14]=[C:15]([C:19]3[CH:20]=[CH:21][CH:22]=[CH:23][CH:24]=3)[C:16]([NH2:18])=[O:17])[C:8]2=[CH:7][CH:6]=1. The catalyst class is: 5. (4) Product: [Br:1][C:2]1[C:3]([N:10]([CH:12]2[CH2:13][CH2:14][CH2:15][CH2:16][CH2:17]2)[NH:11][C:24](=[O:25])[C:23]2[CH:27]=[CH:28][C:20]([CH2:19][Cl:18])=[CH:21][CH:22]=2)=[N:4][C:5]([C:8]#[N:9])=[N:6][CH:7]=1. The catalyst class is: 1. Reactant: [Br:1][C:2]1[C:3]([N:10]([CH:12]2[CH2:17][CH2:16][CH2:15][CH2:14][CH2:13]2)[NH2:11])=[N:4][C:5]([C:8]#[N:9])=[N:6][CH:7]=1.[Cl:18][CH2:19][C:20]1[CH:28]=[CH:27][C:23]([C:24](Cl)=[O:25])=[CH:22][CH:21]=1.CCN(C(C)C)C(C)C. (5) Reactant: [Cl:1][C:2]1[N:7]=[C:6]([C:8]2[CH:13]=[C:12]([N+:14]([O-])=O)[CH:11]=[CH:10][C:9]=2[F:17])[CH:5]=[CH:4][N:3]=1. Product: [Cl:1][C:2]1[N:7]=[C:6]([C:8]2[CH:13]=[C:12]([NH2:14])[CH:11]=[CH:10][C:9]=2[F:17])[CH:5]=[CH:4][N:3]=1. The catalyst class is: 8. (6) Reactant: [CH2:1]([C:3]1[N:8]=[C:7]([CH3:9])[C:6]2[C:10]([C:13]3[CH:18]=[CH:17][CH:16]=[CH:15][CH:14]=3)=[N:11][NH:12][C:5]=2[CH:4]=1)[CH3:2].[H-].[Na+].CC1C(N(COCCOC)[S:29]([C:32]2[S:33][CH:34]=[CH:35][C:36]=2[C:37]2[CH:42]=[CH:41][C:40](S(C)(=O)=O)=[CH:39][C:38]=2C)(=[O:31])=[O:30])=NOC=1C.[OH2:54].[CH3:55]N(C)C=O. Product: [CH2:1]([C:3]1[N:8]=[C:7]([CH3:9])[C:6]2[C:10]([C:13]3[CH:18]=[CH:17][CH:16]=[CH:15][CH:14]=3)=[N:11][N:12]([CH2:55][C:40]3[CH:39]=[CH:38][C:37]([C:36]4[CH:35]=[CH:34][S:33][C:32]=4[S:29]([OH:30])(=[O:31])=[O:54])=[CH:42][CH:41]=3)[C:5]=2[CH:4]=1)[CH3:2]. The catalyst class is: 13.